Dataset: Full USPTO retrosynthesis dataset with 1.9M reactions from patents (1976-2016). Task: Predict the reactants needed to synthesize the given product. (1) Given the product [C:1]([O:5][C:6](=[O:27])[NH:7][C@@H:8]([CH2:11][NH:12][C:13]1[CH:18]=[CH:17][N:16]=[C:15]([C:19]2[CH:24]=[C:23]([C:32]#[CH:33])[CH:22]=[CH:21][C:20]=2[OH:26])[N:14]=1)[CH2:9][CH3:10])([CH3:4])([CH3:3])[CH3:2], predict the reactants needed to synthesize it. The reactants are: [C:1]([O:5][C:6](=[O:27])[NH:7][C@@H:8]([CH2:11][NH:12][C:13]1[CH:18]=[CH:17][N:16]=[C:15]([C:19]2[CH:24]=[C:23](I)[CH:22]=[CH:21][C:20]=2[OH:26])[N:14]=1)[CH2:9][CH3:10])([CH3:4])([CH3:3])[CH3:2].C[Si]([C:32]#[CH:33])(C)C.C(N(CC)CC)C.[F-].C([N+](CCCC)(CCCC)CCCC)CCC. (2) Given the product [CH3:8][C:6]1[CH:5]=[C:4]([C:9]2[C:10]([N:26]([CH2:27][CH:28]([CH3:29])[CH3:30])[CH2:31][CH2:32][CH2:33][NH:47][S:44]([C:39]3[CH:40]=[CH:41][CH:42]=[CH:43][C:38]=3[N+:35]([O-:37])=[O:36])(=[O:45])=[O:46])=[C:11]([NH:15][C:16](=[O:25])[C:17]3[CH:18]=[C:19]([CH3:24])[CH:20]=[C:21]([CH3:23])[CH:22]=3)[CH:12]=[N:13][CH:14]=2)[CH:3]=[C:2]([CH3:1])[CH:7]=1, predict the reactants needed to synthesize it. The reactants are: [CH3:1][C:2]1[CH:3]=[C:4]([C:9]2[C:10]([N:26]([CH2:31][CH2:32][CH2:33]O)[CH2:27][CH:28]([CH3:30])[CH3:29])=[C:11]([NH:15][C:16](=[O:25])[C:17]3[CH:22]=[C:21]([CH3:23])[CH:20]=[C:19]([CH3:24])[CH:18]=3)[CH:12]=[N:13][CH:14]=2)[CH:5]=[C:6]([CH3:8])[CH:7]=1.[N+:35]([C:38]1[CH:43]=[CH:42][CH:41]=[CH:40][C:39]=1[S:44]([NH2:47])(=[O:46])=[O:45])([O-:37])=[O:36]. (3) The reactants are: [Cl:1][C:2]1[CH:7]=[CH:6][CH:5]=[C:4]([F:8])[C:3]=1[O:9]C.B(Br)(Br)Br. Given the product [Cl:1][C:2]1[CH:7]=[CH:6][CH:5]=[C:4]([F:8])[C:3]=1[OH:9], predict the reactants needed to synthesize it. (4) Given the product [Cl:18][C:19]1[CH:24]=[C:23]([F:25])[CH:22]=[CH:21][C:20]=1[N:26]1[CH2:27][CH2:28][N:29]([CH2:2][CH2:3][CH2:4][CH2:5][C:6]2([CH2:16][CH3:17])[C:14]3[C:9](=[CH:10][CH:11]=[CH:12][CH:13]=3)[NH:8][C:7]2=[O:15])[CH2:30][CH2:31]1, predict the reactants needed to synthesize it. The reactants are: Cl[CH2:2][CH2:3][CH2:4][CH2:5][C:6]1([CH2:16][CH3:17])[C:14]2[C:9](=[CH:10][CH:11]=[CH:12][CH:13]=2)[NH:8][C:7]1=[O:15].[Cl:18][C:19]1[CH:24]=[C:23]([F:25])[CH:22]=[CH:21][C:20]=1[N:26]1[CH2:31][CH2:30][NH:29][CH2:28][CH2:27]1.